Dataset: Full USPTO retrosynthesis dataset with 1.9M reactions from patents (1976-2016). Task: Predict the reactants needed to synthesize the given product. (1) Given the product [NH2:2][C:1]1[N:15]([CH2:14][C:13]2[CH:17]=[CH:18][CH:19]=[CH:20][C:12]=2[F:11])[N:16]=[C:4]([C:5]([O:7][CH2:8][CH3:9])=[O:6])[CH:3]=1, predict the reactants needed to synthesize it. The reactants are: [C:1]([CH2:3][C:4](=O)[C:5]([O:7][CH2:8][CH3:9])=[O:6])#[N:2].[F:11][C:12]1[CH:20]=[CH:19][CH:18]=[CH:17][C:13]=1[CH2:14][NH:15][NH2:16]. (2) Given the product [N:1]1([CH:7]2[CH2:10][CH:9]([C:11]3[S:12][C:13]4[CH:19]=[C:18]([NH:20][C:22]5[CH:23]=[N:24][CH:25]=[N:26][CH:27]=5)[CH:17]=[CH:16][C:14]=4[N:15]=3)[CH2:8]2)[CH2:6][CH2:5][CH2:4][CH2:3][CH2:2]1, predict the reactants needed to synthesize it. The reactants are: [N:1]1([C@@H:7]2[CH2:10][C@H:9]([C:11]3[S:12][C:13]4[CH:19]=[C:18]([NH2:20])[CH:17]=[CH:16][C:14]=4[N:15]=3)[CH2:8]2)[CH2:6][CH2:5][CH2:4][CH2:3][CH2:2]1.Br[C:22]1[CH:23]=[N:24][CH:25]=[N:26][CH:27]=1.C1(P(C2C=CC=CC=2)C2C=CC3C(=CC=CC=3)C=2C2C3C(=CC=CC=3)C=CC=2P(C2C=CC=CC=2)C2C=CC=CC=2)C=CC=CC=1.CC(C)([O-])C.[Na+]. (3) Given the product [C:12]([O:11][C:9]([NH:22][CH2:21][CH:17]1[S:18][CH2:19][CH2:20][S:16]1)=[O:10])([CH3:13])([CH3:14])[CH3:15], predict the reactants needed to synthesize it. The reactants are: [C:9](O[C:9]([O:11][C:12]([CH3:15])([CH3:14])[CH3:13])=[O:10])([O:11][C:12]([CH3:15])([CH3:14])[CH3:13])=[O:10].[S:16]1[CH2:20][CH2:19][S:18][CH:17]1[CH2:21][NH2:22].